This data is from Reaction yield outcomes from USPTO patents with 853,638 reactions. The task is: Predict the reaction yield, written as a fraction of the theoretical maximum amount of product (1.0 means a 100% yield; for example, 0.34 means a 34% yield). The reactants are [CH2:1]([CH:3]([N:6]1[C:10]2[CH:11]=[CH:12][C:13]([C:15]([OH:17])=[O:16])=[CH:14][C:9]=2[N:8]=[C:7]1[CH2:18][C:19]1[O:20][CH:21]=[CH:22][CH:23]=1)[CH2:4][CH3:5])[CH3:2]. The catalyst is C(O)C.[Pt]=O. The product is [CH2:1]([CH:3]([N:6]1[C:10]2[CH:11]=[CH:12][C:13]([C:15]([OH:17])=[O:16])=[CH:14][C:9]=2[N:8]=[C:7]1[CH2:18][CH:19]1[CH2:23][CH2:22][CH2:21][O:20]1)[CH2:4][CH3:5])[CH3:2]. The yield is 0.170.